Dataset: HIV replication inhibition screening data with 41,000+ compounds from the AIDS Antiviral Screen. Task: Binary Classification. Given a drug SMILES string, predict its activity (active/inactive) in a high-throughput screening assay against a specified biological target. (1) The molecule is [C-]#[N+]C1C2C(CCC1(C)O)C(C)([N+]#[C-])CCC2C1(C)CCC(C(C)(C)[N+]#[C-])O1. The result is 0 (inactive). (2) The compound is COC1CC(C)C(OC)C2=CC(=O)C=C(NC(=O)C(C)=CC=CC(C)C(OC(N)=O)C(C)=CC(C)C1OC)C2=O. The result is 0 (inactive). (3) The compound is CCOc1ccccc1NC(=O)C1=C(C)NC(C)=C(C(=O)Nc2ccccc2OCC)C1c1ccc([N+](=O)[O-])cc1. The result is 0 (inactive). (4) The molecule is CCC(C)C1NC(=O)C(N(C)C)Cc2cc(ccc2OC)C=CNC(=O)C(Cc2ccccc2)NC1=O. The result is 0 (inactive).